From a dataset of Reaction yield outcomes from USPTO patents with 853,638 reactions. Predict the reaction yield, written as a fraction of the theoretical maximum amount of product (1.0 means a 100% yield; for example, 0.34 means a 34% yield). (1) The reactants are Br[C@H:2]1[CH2:22][N:5]2[C:6](=[O:21])[N:7]([C:9]3[CH:14]=[CH:13][C:12]([O:15][CH2:16][C:17]([F:20])([F:19])[F:18])=[CH:11][CH:10]=3)[CH2:8][C@H:4]2[CH2:3]1.C([O-])([O-])=O.[K+].[K+].[Cl:29][C:30]1[CH:35]=[CH:34][CH:33]=[CH:32][C:31]=1[S:36]([NH2:39])(=[O:38])=[O:37]. The catalyst is CN(C=O)C. The product is [Cl:29][C:30]1[CH:35]=[CH:34][CH:33]=[CH:32][C:31]=1[S:36]([NH:39][C@@H:2]1[CH2:22][N:5]2[C:6](=[O:21])[N:7]([C:9]3[CH:14]=[CH:13][C:12]([O:15][CH2:16][C:17]([F:20])([F:19])[F:18])=[CH:11][CH:10]=3)[CH2:8][C@H:4]2[CH2:3]1)(=[O:38])=[O:37]. The yield is 0.265. (2) The reactants are C1C=CC(P(C2C=CC3C(=CC=CC=3)C=2C2C3C(=CC=CC=3)C=CC=2P(C2C=CC=CC=2)C2C=CC=CC=2)C2C=CC=CC=2)=CC=1.[CH3:47][C:48](=[CH:50][CH2:51][CH2:52]/[C:53](=[CH:55]/[CH2:56][OH:57])/[CH3:54])[CH3:49].[H][H]. The catalyst is CO. The product is [CH3:47][C:48](=[CH:50][CH2:51][CH2:52][C@H:53]([CH2:55][CH2:56][OH:57])[CH3:54])[CH3:49]. The yield is 0.972. (3) The reactants are C(OC([NH:8][C:9]1[CH:14]=[CH:13][C:12]([C:15]([CH3:18])([CH3:17])[CH3:16])=[C:11]([NH:19][C:20]([C:22]2[C:31](=[O:32])[C:30]3[C:25](=[CH:26][CH:27]=[CH:28][CH:29]=3)[NH:24][CH:23]=2)=[O:21])[CH:10]=1)=O)(C)(C)C.C(O)(C(F)(F)F)=O. The catalyst is C(Cl)Cl. The product is [NH2:8][C:9]1[CH:14]=[CH:13][C:12]([C:15]([CH3:18])([CH3:17])[CH3:16])=[C:11]([NH:19][C:20]([C:22]2[C:31](=[O:32])[C:30]3[C:25](=[CH:26][CH:27]=[CH:28][CH:29]=3)[NH:24][CH:23]=2)=[O:21])[CH:10]=1. The yield is 0.560. (4) The reactants are [CH2:1]([N:3]([CH2:33][CH3:34])[C:4]([C:6]1[CH:32]=[CH:31][C:9]([CH2:10][N:11]2[C:19]3[CH2:18][CH2:17][N:16](C(OC(C)(C)C)=O)[CH2:15][C:14]=3[C:13]([C:27]([F:30])([F:29])[F:28])=[N:12]2)=[CH:8][CH:7]=1)=[O:5])[CH3:2].FC(F)(F)C(O)=O. The catalyst is ClCCl. The product is [CH2:33]([N:3]([CH2:1][CH3:2])[C:4](=[O:5])[C:6]1[CH:32]=[CH:31][C:9]([CH2:10][N:11]2[C:19]3[CH2:18][CH2:17][NH:16][CH2:15][C:14]=3[C:13]([C:27]([F:30])([F:29])[F:28])=[N:12]2)=[CH:8][CH:7]=1)[CH3:34]. The yield is 0.970. (5) The reactants are COC(=O)N.[CH3:6][O:7][C:8](=[O:37])[NH:9][CH:10]([C:14]([N:16]1[CH2:20][CH2:19][CH2:18][CH:17]1[C:21](=[O:36])[NH:22][C:23]1[CH:28]=[CH:27][C:26]([C:29]2[CH:34]=[CH:33][C:32](Br)=[CH:31][CH:30]=2)=[CH:25][CH:24]=1)=[O:15])[CH:11]([CH3:13])[CH3:12].[B:38]1([B:38]2[O:42][C:41]([CH3:44])([CH3:43])[C:40]([CH3:46])([CH3:45])[O:39]2)[O:42][C:41]([CH3:44])([CH3:43])[C:40]([CH3:46])([CH3:45])[O:39]1.C([O-])(=O)C.[K+]. The catalyst is O1CCOCC1.C(OCC)(=O)C.C1C=CC(P(C2C=CC=CC=2)[C-]2C=CC=C2)=CC=1.C1C=CC(P(C2C=CC=CC=2)[C-]2C=CC=C2)=CC=1.Cl[Pd]Cl.[Fe+2]. The product is [CH3:6][O:7][C:8](=[O:37])[NH:9][CH:10]([C:14]([N:16]1[CH2:20][CH2:19][CH2:18][CH:17]1[C:21](=[O:36])[NH:22][C:23]1[CH:28]=[CH:27][C:26]([C:29]2[CH:34]=[CH:33][C:32]([B:38]3[O:42][C:41]([CH3:44])([CH3:43])[C:40]([CH3:46])([CH3:45])[O:39]3)=[CH:31][CH:30]=2)=[CH:25][CH:24]=1)=[O:15])[CH:11]([CH3:13])[CH3:12]. The yield is 0.750. (6) The reactants are I[C:2]1[C:10]2[C:5](=[N:6][CH:7]=[C:8]([C:11]3[CH:16]=[C:15]([O:17][CH3:18])[C:14]([O:19][CH3:20])=[C:13]([O:21][CH3:22])[CH:12]=3)[N:9]=2)[N:4]([Si](C(C)C)(C(C)C)C(C)C)[CH:3]=1.[Li]CCCC.[CH3:38][C:39]1([CH:45]=[O:46])[CH2:44][CH2:43][S:42][CH2:41][CH2:40]1. The catalyst is O1CCCC1. The product is [CH3:38][C:39]1([CH:45]([C:2]2[C:10]3[C:5](=[N:6][CH:7]=[C:8]([C:11]4[CH:12]=[C:13]([O:21][CH3:22])[C:14]([O:19][CH3:20])=[C:15]([O:17][CH3:18])[CH:16]=4)[N:9]=3)[NH:4][CH:3]=2)[OH:46])[CH2:44][CH2:43][S:42][CH2:41][CH2:40]1. The yield is 0.320. (7) The yield is 0.300. The reactants are C([O:3][CH2:4][CH2:5][O:6][NH:7][C:8]([C:10]1[C:11]([NH:28][C:29]2[CH:34]=[CH:33][C:32]([I:35])=[CH:31][C:30]=2[F:36])=[C:12]2[CH:18]=[N:17][N:16](CC3C=CC(OC)=CC=3)[C:13]2=[N:14][CH:15]=1)=[O:9])=C. The catalyst is C(O)(C(F)(F)F)=O. The product is [OH:3][CH2:4][CH2:5][O:6][NH:7][C:8]([C:10]1[C:11]([NH:28][C:29]2[CH:34]=[CH:33][C:32]([I:35])=[CH:31][C:30]=2[F:36])=[C:12]2[CH:18]=[N:17][NH:16][C:13]2=[N:14][CH:15]=1)=[O:9].